This data is from Forward reaction prediction with 1.9M reactions from USPTO patents (1976-2016). The task is: Predict the product of the given reaction. (1) Given the reactants I.[CH2:2]([N:6]1[CH:10]=[C:9]([C:11]([CH3:14])([CH3:13])[CH3:12])[S:8][C:7]1=[NH:15])[CH2:3][CH2:4][CH3:5].C(N(CC)CC)C.[Cl:23][C:24]1[CH:25]=[CH:26][C:27]([O:33][CH3:34])=[C:28]([CH:32]=1)[C:29](Cl)=[O:30], predict the reaction product. The product is: [CH2:2]([N:6]1[CH:10]=[C:9]([C:11]([CH3:14])([CH3:13])[CH3:12])[S:8]/[C:7]/1=[N:15]\[C:29](=[O:30])[C:28]1[CH:32]=[C:24]([Cl:23])[CH:25]=[CH:26][C:27]=1[O:33][CH3:34])[CH2:3][CH2:4][CH3:5]. (2) Given the reactants [NH2:1][C:2]1[CH:7]=[CH:6][C:5]([Br:8])=[CH:4][C:3]=1[C:9]([C:12]1[CH:16]=[CH:15][S:14][CH:13]=1)([OH:11])[CH3:10].[Cl:17][CH2:18][C:19](Cl)=[O:20], predict the reaction product. The product is: [Br:8][C:5]1[CH:6]=[CH:7][C:2]([NH:1][C:19](=[O:20])[CH2:18][Cl:17])=[C:3]([C:9]([OH:11])([C:12]2[CH:16]=[CH:15][S:14][CH:13]=2)[CH3:10])[CH:4]=1. (3) Given the reactants [NH2:1][C:2]1[CH:7]=[CH:6][C:5]([N:8]2[CH2:13][CH2:12][N:11](C(OC(C)(C)C)=O)[CH2:10][CH2:9]2)=[CH:4][C:3]=1[NH:21][S:22]([C:25]1[CH:30]=[CH:29][CH:28]=[CH:27][CH:26]=1)(=[O:24])=[O:23].[CH3:31][O:32][C:33]1[CH:38]=[C:37]([CH3:39])[CH:36]=[CH:35][C:34]=1[S:40](Cl)(=[O:42])=[O:41], predict the reaction product. The product is: [CH3:31][O:32][C:33]1[CH:38]=[C:37]([CH3:39])[CH:36]=[CH:35][C:34]=1[S:40]([NH:1][C:2]1[CH:7]=[CH:6][C:5]([N:8]2[CH2:9][CH2:10][NH:11][CH2:12][CH2:13]2)=[CH:4][C:3]=1[NH:21][S:22]([C:25]1[CH:26]=[CH:27][CH:28]=[CH:29][CH:30]=1)(=[O:24])=[O:23])(=[O:41])=[O:42]. (4) Given the reactants C([C:8]1([CH:35]=[CH:34][C:33]([N:36]2[CH2:41][CH2:40][CH2:39][CH2:38][CH2:37]2)=[CH:32][CH2:31]1)[CH2:9][NH:10][NH:11][C:12](=[O:30])[CH:13]1[CH:18]=[C:17]([C:19]([F:22])([F:21])[F:20])[CH:16]=[C:15]([C:23]([F:26])([F:25])[F:24])[C:14]1=[S:27](=[O:29])=[O:28])(OC(C)(C)C)=O.[ClH:42], predict the reaction product. The product is: [N:36]1([C:33]2[CH:32]=[CH:31][C:8]([CH2:9][NH:10][NH:11][C:12](=[O:30])[CH:13]3[CH:18]=[C:17]([C:19]([F:21])([F:20])[F:22])[CH:16]=[C:15]([C:23]([F:24])([F:26])[F:25])[C:14]3=[S:27](=[O:29])=[O:28])=[CH:35][CH:34]=2)[CH2:41][CH2:40][CH2:39][CH2:38][CH2:37]1.[ClH:42]. (5) Given the reactants Br[C:2]1[N:3]=[C:4]2[CH:9]=[CH:8][C:7]([O:10][CH3:11])=[CH:6][N:5]2[CH:12]=1.CO[C:15]1[N:20]=[CH:19][C:18](B(O)O)=[CH:17][CH:16]=1.C([O-])([O-])=O.[K+].[K+].[CH3:30][N:31](C=O)C, predict the reaction product. The product is: [CH3:11][O:10][C:7]1[CH:8]=[CH:9][C:4]2[N:5]([CH:12]=[C:2]([C:18]3[CH:17]=[CH:16][C:15]([NH:31][CH3:30])=[N:20][CH:19]=3)[N:3]=2)[CH:6]=1. (6) Given the reactants Cl[C:2]1[N:7]=[C:6]([C:8]2[S:12][C:11]([CH:13]([CH3:15])[CH3:14])=[N:10][C:9]=2[C:16]2[C:17]([F:33])=[C:18]([NH:22][S:23]([C:26]3[CH:31]=[CH:30][CH:29]=[CH:28][C:27]=3[CH3:32])(=[O:25])=[O:24])[CH:19]=[CH:20][CH:21]=2)[CH:5]=[CH:4][N:3]=1.[CH2:34]([NH2:38])[CH:35]([CH3:37])[CH3:36], predict the reaction product. The product is: [F:33][C:17]1[C:16]([C:9]2[N:10]=[C:11]([CH:13]([CH3:15])[CH3:14])[S:12][C:8]=2[C:6]2[CH:5]=[CH:4][N:3]=[C:2]([NH:38][CH2:34][CH:35]([CH3:37])[CH3:36])[N:7]=2)=[CH:21][CH:20]=[CH:19][C:18]=1[NH:22][S:23]([C:26]1[CH:31]=[CH:30][CH:29]=[CH:28][C:27]=1[CH3:32])(=[O:25])=[O:24]. (7) Given the reactants [H-].[H-].[H-].[H-].[Li+].[Al+3].[CH3:7][O:8][C:9]1[CH:10]=[C:11]([C:15]2([C:21]#[N:22])[CH2:20][CH2:19][O:18][CH2:17][CH2:16]2)[CH:12]=[CH:13][CH:14]=1.O.[OH-].[Na+], predict the reaction product. The product is: [CH3:7][O:8][C:9]1[CH:10]=[C:11]([C:15]2([CH2:21][NH2:22])[CH2:20][CH2:19][O:18][CH2:17][CH2:16]2)[CH:12]=[CH:13][CH:14]=1.